Dataset: Reaction yield outcomes from USPTO patents with 853,638 reactions. Task: Predict the reaction yield, written as a fraction of the theoretical maximum amount of product (1.0 means a 100% yield; for example, 0.34 means a 34% yield). (1) The reactants are C([O:8][C:9]1[CH:14]=[CH:13][N:12]([C:15]2[CH:16]=[C:17]3[C:21](=[CH:22][CH:23]=2)[N:20]([CH2:24][CH:25]([O:28][CH3:29])[O:26][CH3:27])[N:19]=[CH:18]3)[C:11](=[O:30])[CH:10]=1)C1C=CC=CC=1.C([O-])=O.[NH4+]. The catalyst is CO.[Pd]. The product is [CH3:29][O:28][CH:25]([O:26][CH3:27])[CH2:24][N:20]1[C:21]2[C:17](=[CH:16][C:15]([N:12]3[CH:13]=[CH:14][C:9]([OH:8])=[CH:10][C:11]3=[O:30])=[CH:23][CH:22]=2)[CH:18]=[N:19]1. The yield is 0.950. (2) The reactants are [CH2:1]([O:5][C:6]1[N:14]=[C:13]2[C:9]([NH:10][C:11](=[O:27])[N:12]2[CH2:15][CH2:16][N:17]2[CH2:22][CH2:21][CH:20]([C:23]([O:25]C)=[O:24])[CH2:19][CH2:18]2)=[C:8]([NH2:28])[N:7]=1)[CH2:2][CH2:3][CH3:4].[OH-].[Li+]. The catalyst is CO. The product is [CH2:1]([O:5][C:6]1[N:14]=[C:13]2[C:9]([NH:10][C:11](=[O:27])[N:12]2[CH2:15][CH2:16][N:17]2[CH2:18][CH2:19][CH:20]([C:23]([OH:25])=[O:24])[CH2:21][CH2:22]2)=[C:8]([NH2:28])[N:7]=1)[CH2:2][CH2:3][CH3:4]. The yield is 0.850. (3) The catalyst is O. The product is [F:1][C:2]([F:7])([F:6])[C:3]([OH:5])=[O:4].[C:8]1([C:14]2[CH:19]=[C:18]([CH:20]3[CH2:21][CH2:22][N:23]([C:43]4[CH:48]=[CH:47][CH:46]=[CH:45][N:44]=4)[CH2:24][CH2:25]3)[CH:17]=[CH:16][C:15]=2[NH:26][C:27]([C:29]2[NH:30][CH:31]=[C:32]([C:34]#[N:35])[N:33]=2)=[O:28])[CH2:13][CH2:12][CH2:11][CH2:10][CH:9]=1. The yield is 0.750. The reactants are [F:1][C:2]([F:7])([F:6])[C:3]([OH:5])=[O:4].[C:8]1([C:14]2[CH:19]=[C:18]([CH:20]3[CH2:25][CH2:24][NH:23][CH2:22][CH2:21]3)[CH:17]=[CH:16][C:15]=2[NH:26][C:27]([C:29]2[NH:30][CH:31]=[C:32]([C:34]#[N:35])[N:33]=2)=[O:28])[CH2:13][CH2:12][CH2:11][CH2:10][CH:9]=1.C([O-])([O-])=O.[K+].[K+].F[C:43]1[CH:48]=[CH:47][CH:46]=[CH:45][N:44]=1.CN(C)C(=O)C. (4) The reactants are [OH:1][CH:2]1[CH2:7][CH2:6][NH:5][CH2:4][CH2:3]1.C(=O)([O-])O.[Na+].[C:13](O[C:13]([O:15][C:16]([CH3:19])([CH3:18])[CH3:17])=[O:14])([O:15][C:16]([CH3:19])([CH3:18])[CH3:17])=[O:14]. The catalyst is ClCCl. The product is [C:16]([O:15][C:13]([N:5]1[CH2:6][CH2:7][CH:2]([OH:1])[CH2:3][CH2:4]1)=[O:14])([CH3:19])([CH3:18])[CH3:17]. The yield is 1.00. (5) The reactants are [CH2:1]([O:3][C:4]([C:6]1[C:10]([C:11]#[CH:12])=[CH:9][S:8][C:7]=1[NH2:13])=[O:5])[CH3:2].I[C:15]1[CH:20]=[CH:19][CH:18]=[CH:17][CH:16]=1.C(NC(C)C)(C)C. The catalyst is CC#N.[Cu](I)I.Cl[Pd](Cl)([P](C1C=CC=CC=1)(C1C=CC=CC=1)C1C=CC=CC=1)[P](C1C=CC=CC=1)(C1C=CC=CC=1)C1C=CC=CC=1. The product is [CH2:1]([O:3][C:4]([C:6]1[C:10]([C:11]#[C:12][C:15]2[CH:20]=[CH:19][CH:18]=[CH:17][CH:16]=2)=[CH:9][S:8][C:7]=1[NH2:13])=[O:5])[CH3:2]. The yield is 0.780. (6) The reactants are Br[C:2]1[CH:3]=[C:4]([C:8]([C:10]2[CH:15]=[CH:14][C:13]([C:16]([CH3:24])([CH3:23])[O:17][SiH2:18][C:19]([CH3:22])([CH3:21])[CH3:20])=[CH:12][CH:11]=2)=[O:9])[CH:5]=[N:6][CH:7]=1.O.[CH3:26][N:27](C)C=O. The catalyst is C1C=CC([P]([Pd]([P](C2C=CC=CC=2)(C2C=CC=CC=2)C2C=CC=CC=2)([P](C2C=CC=CC=2)(C2C=CC=CC=2)C2C=CC=CC=2)[P](C2C=CC=CC=2)(C2C=CC=CC=2)C2C=CC=CC=2)(C2C=CC=CC=2)C2C=CC=CC=2)=CC=1.[C-]#N.[Zn+2].[C-]#N. The product is [C:19]([SiH2:18][O:17][C:16]([CH3:24])([CH3:23])[C:13]1[CH:14]=[CH:15][C:10]([C:8]([C:4]2[CH:5]=[N:6][CH:7]=[C:2]([CH:3]=2)[C:26]#[N:27])=[O:9])=[CH:11][CH:12]=1)([CH3:22])([CH3:21])[CH3:20]. The yield is 0.630. (7) The reactants are [CH2:1]([NH:8][C:9](=[O:18])[NH:10][CH2:11][C:12]([CH3:17])([CH3:16])[C:13]([OH:15])=O)[C:2]1[CH:7]=[CH:6][CH:5]=[CH:4][CH:3]=1.[NH2:19][C@@H:20]([CH2:43][C:44]1[CH:49]=[CH:48][C:47]([O:50][C:51]([CH3:54])([CH3:53])[CH3:52])=[CH:46][CH:45]=1)[C:21]([N:23]([CH2:35][CH:36]([O:40][CH2:41][CH3:42])[O:37][CH2:38][CH3:39])[CH2:24][C:25]1[CH:26]=[CH:27][CH:28]=[C:29]2[C:34]=1[N:33]=[CH:32][CH:31]=[CH:30]2)=[O:22]. No catalyst specified. The product is [CH2:1]([NH:8][C:9](=[O:18])[NH:10][CH2:11][C:12]([CH3:17])([CH3:16])[C:13]([NH:19][C@@H:20]([CH2:43][C:44]1[CH:49]=[CH:48][C:47]([O:50][C:51]([CH3:53])([CH3:52])[CH3:54])=[CH:46][CH:45]=1)[C:21]([N:23]([CH2:35][CH:36]([O:37][CH2:38][CH3:39])[O:40][CH2:41][CH3:42])[CH2:24][C:25]1[CH:26]=[CH:27][CH:28]=[C:29]2[C:34]=1[N:33]=[CH:32][CH:31]=[CH:30]2)=[O:22])=[O:15])[C:2]1[CH:3]=[CH:4][CH:5]=[CH:6][CH:7]=1. The yield is 0.880. (8) The reactants are C[O:2][C:3]([CH:5]1[CH2:8][N:7]([CH2:9][C:10]2[CH:15]=[CH:14][C:13]([C:16]3[CH:21]=[CH:20][C:19]([CH2:22][N:23]([C:27]4[CH:32]=[CH:31][C:30]([F:33])=[CH:29][CH:28]=4)[CH:24]([CH3:26])[CH3:25])=[CH:18][CH:17]=3)=[CH:12][CH:11]=2)[CH2:6]1)=[O:4].COC(C1CN(CC2C=CC(OCC3C4C=C(Cl)C=CC=4OC=3)=CC=2)C1)=O. No catalyst specified. The product is [F:33][C:30]1[CH:31]=[CH:32][C:27]([N:23]([CH2:22][C:19]2[CH:20]=[CH:21][C:16]([C:13]3[CH:14]=[CH:15][C:10]([CH2:9][N:7]4[CH2:6][CH:5]([C:3]([OH:4])=[O:2])[CH2:8]4)=[CH:11][CH:12]=3)=[CH:17][CH:18]=2)[CH:24]([CH3:25])[CH3:26])=[CH:28][CH:29]=1. The yield is 0.600. (9) The reactants are [CH3:1][O:2][C:3]([C:5]1([C:8]2[CH:13]=[CH:12][C:11]([O:14][CH3:15])=[C:10]([CH2:16]Cl)[CH:9]=2)[CH2:7][CH2:6]1)=[O:4].C([O-])([O-])=[O:19].[Na+].[Na+].Cl. The catalyst is O.[N+](CCCC)(CCCC)(CCCC)CCCC.[Br-]. The product is [CH3:1][O:2][C:3]([C:5]1([C:8]2[CH:13]=[CH:12][C:11]([O:14][CH3:15])=[C:10]([CH2:16][OH:19])[CH:9]=2)[CH2:7][CH2:6]1)=[O:4]. The yield is 0.390.